Dataset: Full USPTO retrosynthesis dataset with 1.9M reactions from patents (1976-2016). Task: Predict the reactants needed to synthesize the given product. (1) Given the product [C:1]([O:5][C:6]([N:8]1[CH2:13][CH2:12][N:11]([S:14]([C:17]2[CH:18]=[C:19]([CH:23]=[CH:24][C:25]=2[O:35][C:30]2[CH:31]=[C:32]([CH3:34])[CH:33]=[C:28]([CH3:27])[CH:29]=2)[C:20]([OH:22])=[O:21])(=[O:16])=[O:15])[CH2:10][CH2:9]1)=[O:7])([CH3:4])([CH3:3])[CH3:2], predict the reactants needed to synthesize it. The reactants are: [C:1]([O:5][C:6]([N:8]1[CH2:13][CH2:12][N:11]([S:14]([C:17]2[CH:18]=[C:19]([CH:23]=[CH:24][C:25]=2F)[C:20]([OH:22])=[O:21])(=[O:16])=[O:15])[CH2:10][CH2:9]1)=[O:7])([CH3:4])([CH3:3])[CH3:2].[CH3:27][C:28]1[CH:29]=[C:30]([OH:35])[CH:31]=[C:32]([CH3:34])[CH:33]=1.[H-].[Na+].CN1CCCC1=O. (2) Given the product [OH:30][CH2:31][CH2:32][N+:33]([CH3:36])([CH3:35])[CH3:34].[Cl:1][C:2]1[CH:11]=[C:10]2[C:5]([C:6]([O-:19])=[C:7]([C:13]3[O:17][N:16]=[C:15]([CH3:18])[CH:14]=3)[C:8](=[O:12])[NH:9]2)=[CH:4][C:3]=1[C:20]1[CH:25]=[CH:24][C:23]([N:26]([CH3:27])[CH3:28])=[CH:22][CH:21]=1, predict the reactants needed to synthesize it. The reactants are: [Cl:1][C:2]1[CH:11]=[C:10]2[C:5]([C:6]([OH:19])=[C:7]([C:13]3[O:17][N:16]=[C:15]([CH3:18])[CH:14]=3)[C:8](=[O:12])[NH:9]2)=[CH:4][C:3]=1[C:20]1[CH:25]=[CH:24][C:23]([N:26]([CH3:28])[CH3:27])=[CH:22][CH:21]=1.[OH-].[OH:30][CH2:31][CH2:32][N+:33]([CH3:36])([CH3:35])[CH3:34].O.